Dataset: Forward reaction prediction with 1.9M reactions from USPTO patents (1976-2016). Task: Predict the product of the given reaction. Given the reactants Cl.Cl.[CH3:3][C:4]1[N:8]=[C:7]([N:9]2[CH2:14][CH2:13][CH:12]([NH2:15])[CH2:11][CH2:10]2)[S:6][N:5]=1.Cl[C:17]1[N:22]=[C:21]([C:23]([OH:26])([CH3:25])[CH3:24])[CH:20]=[C:19]([C:27]2[CH:32]=[CH:31][C:30]([C:33]([F:36])([F:35])[F:34])=[CH:29][CH:28]=2)[N:18]=1.C(N(CC)C(C)C)(C)C, predict the reaction product. The product is: [CH3:3][C:4]1[N:8]=[C:7]([N:9]2[CH2:10][CH2:11][CH:12]([NH:15][C:17]3[N:22]=[C:21]([C:23]([OH:26])([CH3:25])[CH3:24])[CH:20]=[C:19]([C:27]4[CH:32]=[CH:31][C:30]([C:33]([F:36])([F:34])[F:35])=[CH:29][CH:28]=4)[N:18]=3)[CH2:13][CH2:14]2)[S:6][N:5]=1.